From a dataset of Reaction yield outcomes from USPTO patents with 853,638 reactions. Predict the reaction yield, written as a fraction of the theoretical maximum amount of product (1.0 means a 100% yield; for example, 0.34 means a 34% yield). (1) The yield is 1.00. The catalyst is CCO. The product is [F:15][C:11]1[CH:12]=[C:13]2[C:8](=[CH:9][CH:10]=1)[CH2:7][C:6]([NH:16][C:17](=[O:28])[C:18]1[CH:23]=[CH:22][CH:21]=[C:20]([CH3:24])[C:19]=1/[CH:25]=[CH:26]/[CH3:27])([C:4]([OH:5])=[O:3])[CH2:14]2. The reactants are C([O:3][C:4]([C:6]1([NH:16][C:17](=[O:28])[C:18]2[CH:23]=[CH:22][CH:21]=[C:20]([CH3:24])[C:19]=2/[CH:25]=[CH:26]/[CH3:27])[CH2:14][C:13]2[C:8](=[CH:9][CH:10]=[C:11]([F:15])[CH:12]=2)[CH2:7]1)=[O:5])C.[OH-].[K+].O. (2) The reactants are [NH2:1][C:2]1[C:11]2[C:6](=[C:7](Br)[CH:8]=[CH:9][CH:10]=2)[N:5]=[N:4][C:3]=1[C:13]([NH:15][CH2:16][CH2:17][CH3:18])=[O:14].CC1(C)C(C)(C)OB([C:27]2[CH:28]=[C:29]3[C:34](=[CH:35][CH:36]=2)[N:33]=[CH:32][CH:31]=[CH:30]3)O1. No catalyst specified. The yield is 0.919. The product is [NH2:1][C:2]1[C:11]2[C:6](=[C:7]([C:27]3[CH:28]=[C:29]4[C:34](=[CH:35][CH:36]=3)[N:33]=[CH:32][CH:31]=[CH:30]4)[CH:8]=[CH:9][CH:10]=2)[N:5]=[N:4][C:3]=1[C:13]([NH:15][CH2:16][CH2:17][CH3:18])=[O:14].